From a dataset of Reaction yield outcomes from USPTO patents with 853,638 reactions. Predict the reaction yield, written as a fraction of the theoretical maximum amount of product (1.0 means a 100% yield; for example, 0.34 means a 34% yield). (1) The reactants are [C:1]1([C@H:7]2[C@H:12]([C:13]3[CH:18]=[CH:17][CH:16]=[CH:15][CH:14]=3)[CH2:11][CH2:10][C:9](=O)[CH2:8]2)[CH:6]=[CH:5][CH:4]=[CH:3][CH:2]=1.N1C=CC=CC=1.Cl.[NH2:27][OH:28]. The catalyst is CCO.O. The product is [C:1]1([CH:7]2[CH:12]([C:13]3[CH:18]=[CH:17][CH:16]=[CH:15][CH:14]=3)[CH2:11][CH2:10][C:9](=[N:27][OH:28])[CH2:8]2)[CH:6]=[CH:5][CH:4]=[CH:3][CH:2]=1. The yield is 0.540. (2) The reactants are Cl.[NH2:2][C@@H:3]([CH2:24][CH:25]1[CH2:30][CH2:29][CH2:28][CH2:27][CH2:26]1)[C:4]([NH:6][C@H:7]1[CH2:13][CH2:12][CH2:11][N:10]([S:14]([C:17]2[CH:22]=[CH:21][CH:20]=[CH:19][N:18]=2)(=[O:16])=[O:15])[CH2:9][C@@H:8]1[OH:23])=[O:5].[CH3:31][C:32]1[O:36][N:35]=[C:34]([C:37](O)=[O:38])[CH:33]=1.CC(OI1(OC(C)=O)(OC(C)=O)OC(=O)C2C=CC=CC1=2)=O. No catalyst specified. The product is [CH:25]1([CH2:24][C@H:3]([NH:2][C:37]([C:34]2[CH:33]=[C:32]([CH3:31])[O:36][N:35]=2)=[O:38])[C:4](=[O:5])[NH:6][C@H:7]2[CH2:13][CH2:12][CH2:11][N:10]([S:14]([C:17]3[CH:22]=[CH:21][CH:20]=[CH:19][N:18]=3)(=[O:15])=[O:16])[CH2:9][C:8]2=[O:23])[CH2:30][CH2:29][CH2:28][CH2:27][CH2:26]1. The yield is 0.450. (3) The reactants are [F:1][C:2]([F:7])([F:6])[C:3]([OH:5])=[O:4].[Cl:8][C:9]1[CH:14]=[CH:13][C:12]([NH:15][C:16]([C:18]2([F:31])[CH2:23][CH2:22][CH2:21][N:20](C(OC(C)(C)C)=O)[CH2:19]2)=[O:17])=[CH:11][CH:10]=1. The catalyst is ClCCl. The product is [F:1][C:2]([F:7])([F:6])[C:3]([OH:5])=[O:4].[Cl:8][C:9]1[CH:14]=[CH:13][C:12]([NH:15][C:16]([C:18]2([F:31])[CH2:23][CH2:22][CH2:21][NH:20][CH2:19]2)=[O:17])=[CH:11][CH:10]=1. The yield is 0.960. (4) The reactants are [N+:1]([C:4]1[CH:9]=[CH:8][C:7]([NH:10][CH:11]2[CH2:16][CH2:15][CH:14]([O:17][CH2:18][C:19]([OH:21])=O)[CH2:13][CH2:12]2)=[CH:6][C:5]=1[C:22]([F:25])([F:24])[F:23])([O-:3])=[O:2].CCN=C=NCCCN(C)C.Cl.C1C=CC2N(O)N=NC=2C=1.C(N(CC)CC)C.[F:55][C:56]([F:69])([F:68])[C:57]1[CH:58]=[C:59]2[C:64](=[CH:65][CH:66]=1)[N:63]=[C:62]([NH2:67])[CH:61]=[CH:60]2. The catalyst is ClCCl. The product is [N+:1]([C:4]1[CH:9]=[CH:8][C:7]([NH:10][CH:11]2[CH2:12][CH2:13][CH:14]([O:17][CH2:18][C:19]([NH:67][C:62]3[CH:61]=[CH:60][C:59]4[C:64](=[CH:65][CH:66]=[C:57]([C:56]([F:68])([F:55])[F:69])[CH:58]=4)[N:63]=3)=[O:21])[CH2:15][CH2:16]2)=[CH:6][C:5]=1[C:22]([F:24])([F:23])[F:25])([O-:3])=[O:2]. The yield is 0.520. (5) The reactants are [N:1]1([CH2:7][CH2:8][OH:9])[CH2:6][CH2:5][NH:4][CH2:3][CH2:2]1.[N+:10]([C:13]1[CH:18]=[CH:17][C:16]([S:19](Cl)(=[O:21])=[O:20])=[CH:15][CH:14]=1)([O-:12])=[O:11].C(N(CC)CC)C. The catalyst is ClCCl. The product is [N+:10]([C:13]1[CH:14]=[CH:15][C:16]([S:19]([N:4]2[CH2:5][CH2:6][N:1]([CH2:7][CH2:8][OH:9])[CH2:2][CH2:3]2)(=[O:21])=[O:20])=[CH:17][CH:18]=1)([O-:12])=[O:11]. The yield is 0.940.